The task is: Predict the reactants needed to synthesize the given product.. This data is from Full USPTO retrosynthesis dataset with 1.9M reactions from patents (1976-2016). (1) Given the product [CH3:1][S:2][C:3]1[CH:4]=[C:5]([CH:28]=[C:29]([S:31][CH3:32])[CH:30]=1)[CH2:6][O:7][C:8]1[CH:9]=[C:10]([CH:13]=[C:14]([O:16][CH2:17][C:18]2[CH:23]=[C:22]([S:24][CH3:25])[CH:21]=[C:20]([S:26][CH3:27])[CH:19]=2)[CH:15]=1)[CH2:11][Br:34], predict the reactants needed to synthesize it. The reactants are: [CH3:1][S:2][C:3]1[CH:4]=[C:5]([CH:28]=[C:29]([S:31][CH3:32])[CH:30]=1)[CH2:6][O:7][C:8]1[CH:9]=[C:10]([CH:13]=[C:14]([O:16][CH2:17][C:18]2[CH:23]=[C:22]([S:24][CH3:25])[CH:21]=[C:20]([S:26][CH3:27])[CH:19]=2)[CH:15]=1)[CH2:11]O.C(Br)(Br)(Br)[Br:34].C1(P(C2C=CC=CC=2)C2C=CC=CC=2)C=CC=CC=1. (2) The reactants are: [CH3:1][C:2]1([CH3:28])[C:14]2[CH:13]=[C:12]([C:15]3[C:20]4[S:21][C:22]5[CH:27]=[CH:26][CH:25]=[CH:24][C:23]=5[C:19]=4[CH:18]=[CH:17][CH:16]=3)[CH:11]=[CH:10][C:9]=2[C:8]2[C:3]1=[CH:4][CH:5]=[CH:6][CH:7]=2.C([Li])(CC)C.C(O[B:38]1[O:42][C:41]([CH3:44])([CH3:43])[C:40]([CH3:46])([CH3:45])[O:39]1)(C)C. Given the product [CH3:1][C:2]1([CH3:28])[C:14]2[CH:13]=[C:12]([C:15]3[C:20]4[S:21][C:22]5[C:27]([B:38]6[O:42][C:41]([CH3:44])([CH3:43])[C:40]([CH3:46])([CH3:45])[O:39]6)=[CH:26][CH:25]=[CH:24][C:23]=5[C:19]=4[CH:18]=[CH:17][CH:16]=3)[CH:11]=[CH:10][C:9]=2[C:8]2[C:3]1=[CH:4][CH:5]=[CH:6][CH:7]=2, predict the reactants needed to synthesize it. (3) Given the product [F:12][C:2]([F:1])([F:13])[C:3]1[CH:8]=[CH:7][N:6]=[C:5]([CH2:9][OH:10])[CH:4]=1, predict the reactants needed to synthesize it. The reactants are: [F:1][C:2]([F:13])([F:12])[C:3]1[CH:8]=[CH:7][N:6]=[C:5]([C:9](O)=[O:10])[CH:4]=1.C(N(CC)CC)C.ClC(OCC)=O.[BH4-].[Na+]. (4) Given the product [O:12]=[C:10]([N:46]1[CH2:51][CH2:50][CH2:49][C@@H:48]([NH:52][C:53]2[CH:58]=[N:57][CH:56]=[C:55]([C:59]3[CH:60]=[N:61][N:62]4[CH:67]=[CH:66][CH:65]=[CH:64][C:63]=34)[N:54]=2)[CH2:47]1)[CH2:9][NH:8][C:6](=[O:7])[O:5][C:1]([CH3:2])([CH3:3])[CH3:4], predict the reactants needed to synthesize it. The reactants are: [C:1]([O:5][C:6]([NH:8][CH2:9][C:10]([OH:12])=O)=[O:7])([CH3:4])([CH3:3])[CH3:2].CN(C(ON1N=NC2C=CC=NC1=2)=[N+](C)C)C.F[P-](F)(F)(F)(F)F.C(N(C(C)C)CC)(C)C.[NH:46]1[CH2:51][CH2:50][CH2:49][C@@H:48]([NH:52][C:53]2[CH:58]=[N:57][CH:56]=[C:55]([C:59]3[CH:60]=[N:61][N:62]4[CH:67]=[CH:66][CH:65]=[CH:64][C:63]=34)[N:54]=2)[CH2:47]1. (5) Given the product [Cl:9][C:10]1[CH:11]=[CH:12][C:13]([C:16]2[N:17]([CH:22]3[CH2:24][CH2:23]3)[C:18](=[O:21])[N:19]([CH2:2][C:3]3[N:4]=[CH:5][NH:6][C:7]=3[CH3:8])[N:20]=2)=[CH:14][CH:15]=1, predict the reactants needed to synthesize it. The reactants are: O[CH2:2][C:3]1[N:4]=[CH:5][NH:6][C:7]=1[CH3:8].[Cl:9][C:10]1[CH:15]=[CH:14][C:13]([C:16]2[N:17]([CH:22]3[CH2:24][CH2:23]3)[C:18](=[O:21])[NH:19][N:20]=2)=[CH:12][CH:11]=1.C(=O)([O-])[O-].[K+].[K+]. (6) The reactants are: [N+:1]([C:4]1[CH:5]=[C:6]([C:10]2[C:14]([C:15](=[O:17])[CH3:16])=[CH:13][NH:12][N:11]=2)[CH:7]=[CH:8][CH:9]=1)([O-:3])=[O:2].C(=O)([O-])[O-].[Cs+].[Cs+].[CH3:24][O:25][C:26]1[CH:33]=[CH:32][C:29]([CH2:30]Cl)=[CH:28][CH:27]=1. Given the product [CH3:24][O:25][C:26]1[CH:33]=[CH:32][C:29]([CH2:30][N:12]2[CH:13]=[C:14]([C:15](=[O:17])[CH3:16])[C:10]([C:6]3[CH:7]=[CH:8][CH:9]=[C:4]([N+:1]([O-:3])=[O:2])[CH:5]=3)=[N:11]2)=[CH:28][CH:27]=1, predict the reactants needed to synthesize it.